Dataset: Catalyst prediction with 721,799 reactions and 888 catalyst types from USPTO. Task: Predict which catalyst facilitates the given reaction. Reactant: CN(C)C=O.S(Cl)([Cl:8])=O.[F:10][C:11]1[CH:16]=[C:15]([N+:17]([O-:19])=[O:18])[C:14](O)=[C:13]([N+:21]([O-:23])=[O:22])[CH:12]=1. Product: [Cl:8][C:14]1[C:15]([N+:17]([O-:19])=[O:18])=[CH:16][C:11]([F:10])=[CH:12][C:13]=1[N+:21]([O-:23])=[O:22]. The catalyst class is: 48.